The task is: Predict the product of the given reaction.. This data is from Forward reaction prediction with 1.9M reactions from USPTO patents (1976-2016). (1) The product is: [Cl:1][C:2]1[CH:3]=[CH:4][C:5]([S:8][C:9]2[N:13]([CH3:14])[CH:12]=[N:11][C:10]=2[C:15]2[CH:20]=[CH:19][C:18]([C@H:21]3[CH2:23][C@@H:22]3[CH2:24][O:25][CH2:30][CH2:29][F:28])=[CH:17][CH:16]=2)=[N:6][CH:7]=1. Given the reactants [Cl:1][C:2]1[CH:3]=[CH:4][C:5]([S:8][C:9]2[N:13]([CH3:14])[CH:12]=[N:11][C:10]=2[C:15]2[CH:20]=[CH:19][C:18]([C@H:21]3[CH2:23][C@@H:22]3[CH2:24][OH:25])=[CH:17][CH:16]=2)=[N:6][CH:7]=1.[H-].[Na+].[F:28][CH2:29][CH2:30]I, predict the reaction product. (2) The product is: [CH3:46][O:45][C:44]1[C:20]([OH:19])=[C:21]([O:47][CH3:48])[C:22]2[N:28]=[CH:27][CH:26]3[CH2:39][C:40](=[O:52])[CH2:41][N:25]3[CH2:24][C:23]=2[CH:43]=1. Given the reactants CCCC[N+](CCCC)(CCCC)CCCC.[F-].[OH:19][C:20]1[C:44]([O:45][CH3:46])=[CH:43][C:23]2[C:24](=O)[N:25]3[CH2:41][CH2:40][CH2:39][C@H:26]3[C@H:27](O)[N:28](C(OCC[Si](C)(C)C)=O)[C:22]=2[C:21]=1[O:47][CH3:48].C1C[O:52]CC1, predict the reaction product. (3) Given the reactants [C:1]([O:5][C:6]([NH:8][C:9]1[CH:10]=[C:11]([CH:15]=[C:16]([O:18][CH3:19])[CH:17]=1)[C:12]([OH:14])=[O:13])=[O:7])([CH3:4])([CH3:3])[CH3:2].C([O-])([O-])=O.[Cs+].[Cs+].[CH2:26](I)[CH3:27], predict the reaction product. The product is: [C:1]([O:5][C:6]([NH:8][C:9]1[CH:10]=[C:11]([CH:15]=[C:16]([O:18][CH3:19])[CH:17]=1)[C:12]([O:14][CH2:26][CH3:27])=[O:13])=[O:7])([CH3:4])([CH3:3])[CH3:2]. (4) Given the reactants [CH2:1]([O:8][CH2:9][N:10]1[C:14]2[CH:15]=[C:16]([C:29]([O:31]CC)=[O:30])[CH:17]=[C:18]([NH:19][CH2:20][C:21]3[C:26]([CH3:27])=[CH:25][CH:24]=[CH:23][C:22]=3[CH3:28])[C:13]=2[N:12]=[C:11]1[CH3:34])[C:2]1[CH:7]=[CH:6][CH:5]=[CH:4][CH:3]=1.[OH-].[Na+].Cl, predict the reaction product. The product is: [CH2:1]([O:8][CH2:9][N:10]1[C:14]2[CH:15]=[C:16]([C:29]([OH:31])=[O:30])[CH:17]=[C:18]([NH:19][CH2:20][C:21]3[C:22]([CH3:28])=[CH:23][CH:24]=[CH:25][C:26]=3[CH3:27])[C:13]=2[N:12]=[C:11]1[CH3:34])[C:2]1[CH:3]=[CH:4][CH:5]=[CH:6][CH:7]=1. (5) Given the reactants [Cl:1][C:2]1[CH:7]=[CH:6][CH:5]=[CH:4][C:3]=1/[CH:8]=[CH:9]/[CH3:10].CS(N)(=O)=[O:13].CC(O)(C)C.[OH2:21], predict the reaction product. The product is: [Cl:1][C:2]1[CH:7]=[CH:6][CH:5]=[CH:4][C:3]=1[C@@H:8]([OH:13])[C@H:9]([OH:21])[CH3:10]. (6) Given the reactants Br[C:2]1[CH:22]=[N:21][C:5]2[N:6]([C:17](=[O:20])[NH:18][CH3:19])[C@@H:7]([CH3:16])[CH2:8][N:9]([C:10]([O:12][CH:13]([CH3:15])[CH3:14])=[O:11])[C:4]=2[CH:3]=1.[CH:23]1([N:26]2[CH:30]=[C:29](B3OC(C)(C)C(C)(C)O3)[CH:28]=[N:27]2)[CH2:25][CH2:24]1.C(=O)([O-])[O-].[K+].[K+], predict the reaction product. The product is: [CH:23]1([N:26]2[CH:30]=[C:29]([C:2]3[CH:22]=[N:21][C:5]4[N:6]([C:17](=[O:20])[NH:18][CH3:19])[C@@H:7]([CH3:16])[CH2:8][N:9]([C:10]([O:12][CH:13]([CH3:15])[CH3:14])=[O:11])[C:4]=4[CH:3]=3)[CH:28]=[N:27]2)[CH2:25][CH2:24]1. (7) The product is: [F:1][C:2]1[CH:3]=[CH:4][C:5]([N+:9]([O-:11])=[O:10])=[C:6]([O:8][CH3:16])[CH:7]=1. Given the reactants [F:1][C:2]1[CH:3]=[CH:4][C:5]([N+:9]([O-:11])=[O:10])=[C:6]([OH:8])[CH:7]=1.[H-].[Na+].CI.[C:16](=O)([O-])[O-].[Cs+].[Cs+], predict the reaction product. (8) The product is: [OH:1][CH:2]1[CH2:3][CH2:4][N:5]([C:8]([O:10][C:11]([CH3:14])([CH3:13])[CH3:12])=[O:9])[CH2:6][CH2:7]1. Given the reactants [O:1]=[C:2]1[CH2:7][CH2:6][N:5]([C:8]([O:10][C:11]([CH3:14])([CH3:13])[CH3:12])=[O:9])[CH2:4][CH2:3]1.[BH4-].[Na+], predict the reaction product. (9) Given the reactants [Cl:1][S:2]([OH:5])(=O)=[O:3].[CH3:6][N:7]1[C:15]2[C:10](=[CH:11][CH:12]=[CH:13][CH:14]=2)[CH2:9][CH2:8]1, predict the reaction product. The product is: [CH3:6][N:7]1[C:15]2[C:10](=[CH:11][CH:12]=[C:13]([S:2]([Cl:1])(=[O:5])=[O:3])[CH:14]=2)[CH2:9][CH2:8]1. (10) Given the reactants [Cl:1][C:2]1[CH:7]=[CH:6][C:5]([C:8]#[C:9][CH2:10][CH2:11][CH2:12][C:13]2([S:20]([C:23]3[CH:28]=[CH:27][C:26]([I:29])=[CH:25][CH:24]=3)(=[O:22])=[O:21])[S:17][C:16](=[O:18])[NH:15][C:14]2=[O:19])=[CH:4][CH:3]=1.[N+:30]([C:33]1[CH:40]=[CH:39][C:36]([CH2:37]Br)=[CH:35][CH:34]=1)([O-:32])=[O:31].C(=O)([O-])[O-].[K+].[K+], predict the reaction product. The product is: [Cl:1][C:2]1[CH:7]=[CH:6][C:5]([C:8]#[C:9][CH2:10][CH2:11][CH2:12][C:13]2([S:20]([C:23]3[CH:24]=[CH:25][C:26]([I:29])=[CH:27][CH:28]=3)(=[O:21])=[O:22])[S:17][C:16](=[O:18])[N:15]([CH2:37][C:36]3[CH:39]=[CH:40][C:33]([N+:30]([O-:32])=[O:31])=[CH:34][CH:35]=3)[C:14]2=[O:19])=[CH:4][CH:3]=1.